Dataset: Forward reaction prediction with 1.9M reactions from USPTO patents (1976-2016). Task: Predict the product of the given reaction. (1) Given the reactants [OH:1][C:2]1[CH:7]=[CH:6][C:5]([C:8]2[N:16]([CH2:17][O:18][CH2:19][CH2:20][Si:21]([CH3:24])([CH3:23])[CH3:22])[C:15]3[C:14](=[O:25])[N:13]([CH2:26][CH2:27][CH3:28])[CH:12]=[N:11][C:10]=3[N:9]=2)=[CH:4][CH:3]=1.C(=O)([O-])[O-].[K+].[K+].Br[CH2:36][C:37]#[C:38][C:39]1[CH:44]=[CH:43][C:42]([F:45])=[CH:41][CH:40]=1, predict the reaction product. The product is: [F:45][C:42]1[CH:43]=[CH:44][C:39]([C:38]#[C:37][CH2:36][O:1][C:2]2[CH:3]=[CH:4][C:5]([C:8]3[N:16]([CH2:17][O:18][CH2:19][CH2:20][Si:21]([CH3:23])([CH3:22])[CH3:24])[C:15]4[C:14](=[O:25])[N:13]([CH2:26][CH2:27][CH3:28])[CH:12]=[N:11][C:10]=4[N:9]=3)=[CH:6][CH:7]=2)=[CH:40][CH:41]=1. (2) Given the reactants [CH3:1][O:2][C:3](=[O:25])[CH2:4][CH2:5][C:6]1[C:10]([CH3:11])=[C:9]([C:12](=[O:23])[NH:13][CH:14]2[CH2:19][CH2:18][N:17]([CH:20]([CH3:22])[CH3:21])[CH2:16][CH2:15]2)[NH:8][C:7]=1[CH3:24].C([O-])([O-])=O.[Cs+].[Cs+].Br[CH2:33][C:34]1[CH:38]=[C:37]([C:39]2[S:40][C:41]([Cl:44])=[CH:42][CH:43]=2)[O:36][N:35]=1.C(O)(=O)C, predict the reaction product. The product is: [CH3:1][O:2][C:3](=[O:25])[CH2:4][CH2:5][C:6]1[C:10]([CH3:11])=[C:9]([C:12](=[O:23])[NH:13][CH:14]2[CH2:15][CH2:16][N:17]([CH:20]([CH3:21])[CH3:22])[CH2:18][CH2:19]2)[N:8]([CH2:33][C:34]2[CH:38]=[C:37]([C:39]3[S:40][C:41]([Cl:44])=[CH:42][CH:43]=3)[O:36][N:35]=2)[C:7]=1[CH3:24].